This data is from Full USPTO retrosynthesis dataset with 1.9M reactions from patents (1976-2016). The task is: Predict the reactants needed to synthesize the given product. (1) Given the product [F:27]/[C:12](/[C:8]1[CH:9]=[C:10]([CH3:11])[N:6]([CH2:5][C:4]2[CH:3]=[C:2]([N:52]3[CH2:53][CH2:54][CH:49]([OH:48])[CH2:50][CH2:51]3)[CH:30]=[CH:29][CH:28]=2)[N:7]=1)=[CH:13]\[C:14]1[CH:19]=[CH:18][C:17]([C:20]2([C:23]([F:26])([F:25])[F:24])[CH2:22][CH2:21]2)=[CH:16][CH:15]=1, predict the reactants needed to synthesize it. The reactants are: Br[C:2]1[CH:3]=[C:4]([CH:28]=[CH:29][CH:30]=1)[CH2:5][N:6]1[C:10]([CH3:11])=[CH:9][C:8](/[C:12](/[F:27])=[CH:13]/[C:14]2[CH:19]=[CH:18][C:17]([C:20]3([C:23]([F:26])([F:25])[F:24])[CH2:22][CH2:21]3)=[CH:16][CH:15]=2)=[N:7]1.[Si]([O:48][CH:49]1[CH2:54][CH2:53][NH:52][CH2:51][CH2:50]1)(C(C)(C)C)(C1C=CC=CC=1)C1C=CC=CC=1. (2) Given the product [Cl:30][C:28]1[C:27]([C:31]#[N:32])=[CH:26][N:25]=[C:24]([NH:11][CH2:10][C:5]2[CH:6]=[N:7][CH:8]=[CH:9][C:4]=2[C:3]([F:12])([F:2])[F:13])[N:29]=1, predict the reactants needed to synthesize it. The reactants are: Cl.[F:2][C:3]([F:13])([F:12])[C:4]1[CH:9]=[CH:8][N:7]=[CH:6][C:5]=1[CH2:10][NH2:11].CCN(C(C)C)C(C)C.Cl[C:24]1[N:29]=[C:28]([Cl:30])[C:27]([C:31]#[N:32])=[CH:26][N:25]=1. (3) Given the product [CH2:1]([O:3][C:4]([N:6]1[C:12]2[CH:13]=[CH:14][C:15]([NH:17][C:19]3[N:24]=[C:23]([NH:25][C:26]4[C:27]([C:28](=[O:29])[NH:30][CH3:31])=[CH:32][CH:33]=[CH:34][C:35]=4[F:36])[C:22]([Cl:37])=[CH:21][N:20]=3)=[CH:16][C:11]=2[O:10][CH2:9][CH2:8][CH2:7]1)=[O:5])[CH3:2], predict the reactants needed to synthesize it. The reactants are: [CH2:1]([O:3][C:4]([N:6]1[C:12]2[CH:13]=[CH:14][C:15]([NH2:17])=[CH:16][C:11]=2[O:10][CH2:9][CH2:8][CH2:7]1)=[O:5])[CH3:2].Cl[C:19]1[N:24]=[C:23]([NH:25][C:26]2[C:35]([F:36])=[CH:34][CH:33]=[CH:32][C:27]=2[C:28]([NH:30][CH3:31])=[O:29])[C:22]([Cl:37])=[CH:21][N:20]=1. (4) Given the product [CH3:44][C:37]1[N:8]([C@@H:9]([CH:11]2[CH2:16][CH2:15][O:14][CH2:13][CH2:12]2)[CH3:10])[C:3]2=[N:4][CH:5]=[CH:6][CH:7]=[C:2]2[C:38]=1[C:39]([O:41][CH2:42][CH3:43])=[O:40], predict the reactants needed to synthesize it. The reactants are: I[C:2]1[C:3]([NH:8][C@@H:9]([CH:11]2[CH2:16][CH2:15][O:14][CH2:13][CH2:12]2)[CH3:10])=[N:4][CH:5]=[CH:6][CH:7]=1.C1(C2C=CC=CC=2)C(O)=CC=CC=1.C(=O)([O-])[O-].[Cs+].[Cs+].O[C:37]([CH3:44])=[CH:38][C:39]([O:41][CH2:42][CH3:43])=[O:40]. (5) Given the product [ClH:1].[Cl:1][C:2]1[CH:3]=[CH:4][C:5]([CH2:6][C@@H:7]([NH:28][CH:29]2[CH2:30][CH2:31][CH:32]([NH:35][C:36]3[CH:46]=[CH:45][C:44]([F:47])=[CH:43][C:37]=3[C:38]([N:40]([CH3:42])[CH3:41])=[O:39])[CH2:33][CH2:34]2)[C:8]([N:10]2[CH2:11][CH2:12][C:13]([CH:22]3[CH2:27][CH2:26][CH2:25][CH2:24][CH2:23]3)([CH2:16][N:17]3[CH:21]=[N:20][CH:19]=[N:18]3)[CH2:14][CH2:15]2)=[O:9])=[CH:48][CH:49]=1, predict the reactants needed to synthesize it. The reactants are: [Cl:1][C:2]1[CH:49]=[CH:48][C:5]([CH2:6][C@@H:7]([NH:28][CH:29]2[CH2:34][CH2:33][CH:32]([NH:35][C:36]3[CH:46]=[CH:45][C:44]([F:47])=[CH:43][C:37]=3[C:38]([N:40]([CH3:42])[CH3:41])=[O:39])[CH2:31][CH2:30]2)[C:8]([N:10]2[CH2:15][CH2:14][C:13]([CH:22]3[CH2:27][CH2:26][CH2:25][CH2:24][CH2:23]3)([CH2:16][N:17]3[CH:21]=[N:20][CH:19]=[N:18]3)[CH2:12][CH2:11]2)=[O:9])=[CH:4][CH:3]=1.Cl.